From a dataset of Forward reaction prediction with 1.9M reactions from USPTO patents (1976-2016). Predict the product of the given reaction. (1) Given the reactants [C:1]([O:9]CC)(=[O:8])[CH2:2][C:3](OCC)=O.[H-].[Na+].ClC[C:16]1[CH:17]=[N:18][O:19][C:20]=1[C:21]1[CH:26]=[CH:25][C:24]([Cl:27])=[C:23]([CH3:28])[CH:22]=1.Cl, predict the reaction product. The product is: [Cl:27][C:24]1[CH:25]=[CH:26][C:21]([C:20]2[O:19][N:18]=[CH:17][C:16]=2[CH2:3][CH2:2][C:1]([OH:9])=[O:8])=[CH:22][C:23]=1[CH3:28]. (2) Given the reactants CC1C=CC(C)=CC=1.C[C:10]1[C:15]2C[O:17][C:18](=[O:19])[C:14]=2[C:13](O[C@@H]2O[C@H](C(O)=O)[C@@H](O)[C@H](O)[C@H]2O)=[C:12](C/C=C(/CCC(O)=O)\C)[C:11]=1OC.Br.[C:45]([OH:48])(=[O:47])C, predict the reaction product. The product is: [C:45]([OH:48])(=[O:47])[C:11]1[CH:10]=[CH:15][C:14]([C:18]([OH:17])=[O:19])=[CH:13][CH:12]=1. (3) The product is: [NH2:29][C:25]1[CH:24]=[C:23]([CH:28]=[CH:27][CH:26]=1)[CH2:22][N:19]1[CH2:20][CH2:21][N:16]([CH2:15][C:12]2[CH:11]=[CH:10][C:9]([C:3]([OH:8])([C:2]([F:33])([F:32])[F:1])[C:4]([F:5])([F:6])[F:7])=[CH:14][CH:13]=2)[CH2:17][CH2:18]1. Given the reactants [F:1][C:2]([F:33])([F:32])[C:3]([C:9]1[CH:14]=[CH:13][C:12]([CH2:15][N:16]2[CH2:21][CH2:20][N:19]([CH2:22][C:23]3[CH:28]=[CH:27][CH:26]=[C:25]([N+:29]([O-])=O)[CH:24]=3)[CH2:18][CH2:17]2)=[CH:11][CH:10]=1)([OH:8])[C:4]([F:7])([F:6])[F:5].Cl, predict the reaction product. (4) Given the reactants [NH2:1][C:2]1[N:7]=[C:6]([O:8]C)[C:5]([C:10]([NH:12][CH2:13][CH:14]2[CH2:19][CH2:18][N:17]([CH:20]([CH2:24][CH2:25][CH2:26][CH3:27])[C:21](O)=[O:22])[CH2:16][CH2:15]2)=[O:11])=[CH:4][C:3]=1[Cl:28].[C:29](P(=O)(OCC)OCC)#[N:30].Cl.CNC.C(N(CC)C(C)C)(C)C, predict the reaction product. The product is: [NH2:1][C:2]1[NH:7][C:6](=[O:8])[C:5]([C:10]([NH:12][CH2:13][CH:14]2[CH2:19][CH2:18][N:17]([CH:20]([C:21]([NH:30][CH3:29])=[O:22])[CH2:24][CH2:25][CH2:26][CH3:27])[CH2:16][CH2:15]2)=[O:11])=[CH:4][C:3]=1[Cl:28]. (5) The product is: [Br:1][C:2]1[CH:22]=[CH:21][C:5]2[O:6][CH2:7][C:8]([F:29])([CH3:19])[C:9]3[S:13][C:12]([C:14]([O:16][CH2:17][CH3:18])=[O:15])=[N:11][C:10]=3[C:4]=2[CH:3]=1. Given the reactants [Br:1][C:2]1[CH:22]=[CH:21][C:5]2[O:6][CH2:7][C:8](O)([CH3:19])[C:9]3[S:13][C:12]([C:14]([O:16][CH2:17][CH3:18])=[O:15])=[N:11][C:10]=3[C:4]=2[CH:3]=1.CCN(S(F)(F)[F:29])CC.BrC1C=CC2OCC(F)(F)C3SC(C(OCC)=O)=NC=3C=2C=1, predict the reaction product.